This data is from Catalyst prediction with 721,799 reactions and 888 catalyst types from USPTO. The task is: Predict which catalyst facilitates the given reaction. (1) Product: [C:22]([O:21][C:19](=[O:18])[N:9]([CH2:10][C:11]1[CH:12]=[CH:13][C:14]([OH:17])=[CH:15][CH:16]=1)[CH2:1][CH2:2][C:3]1[CH:4]=[CH:5][CH:6]=[CH:7][CH:8]=1)([CH3:25])([CH3:24])[CH3:23]. The catalyst class is: 4. Reactant: [CH2:1]([NH:9][CH2:10][C:11]1[CH:16]=[CH:15][C:14]([OH:17])=[CH:13][CH:12]=1)[CH2:2][C:3]1[CH:8]=[CH:7][CH:6]=[CH:5][CH:4]=1.[O:18](C(OC(C)(C)C)=O)[C:19]([O:21][C:22]([CH3:25])([CH3:24])[CH3:23])=O. (2) Reactant: N1([C:6]([C:8]2[CH:9]=[C:10]([C:18]3[N:19]=[C:20]([C:23]4[CH:28]=[CH:27][N:26]=[CH:25][CH:24]=4)[S:21][CH:22]=3)[C:11](=[O:17])[NH:12][C:13]=2[CH:14]([CH3:16])[CH3:15])=[O:7])C=CN=C1.C(OC([N:36]1[CH2:41][CH2:40][N:39]([CH2:42][CH2:43][OH:44])[CH2:38][CH2:37]1)=O)(C)(C)C.Cl. Product: [N:39]1([CH2:42][CH2:43][O:44][C:6]([C:8]2[CH:9]=[C:10]([C:18]3[N:19]=[C:20]([C:23]4[CH:28]=[CH:27][N:26]=[CH:25][CH:24]=4)[S:21][CH:22]=3)[C:11](=[O:17])[NH:12][C:13]=2[CH:14]([CH3:15])[CH3:16])=[O:7])[CH2:40][CH2:41][NH:36][CH2:37][CH2:38]1. The catalyst class is: 2. (3) Reactant: [Cl:1][C:2]1[C:6]([Cl:7])=[C:5]([CH3:8])[NH:4][C:3]=1[C:9]([NH:11][C@H:12]1[CH2:17][CH2:16][N:15]([C:18]2[S:19][C:20]([C:23]([O:25]C)=[O:24])=[CH:21][N:22]=2)[CH2:14][C@H:13]1[O:27][CH3:28])=[O:10].[Li+].[OH-].C(O)(=O)CC(CC(O)=O)(C(O)=O)O. Product: [Cl:1][C:2]1[C:6]([Cl:7])=[C:5]([CH3:8])[NH:4][C:3]=1[C:9]([NH:11][C@H:12]1[CH2:17][CH2:16][N:15]([C:18]2[S:19][C:20]([C:23]([OH:25])=[O:24])=[CH:21][N:22]=2)[CH2:14][C@H:13]1[O:27][CH3:28])=[O:10]. The catalyst class is: 1.